This data is from Rat liver microsome stability data. The task is: Regression/Classification. Given a drug SMILES string, predict its absorption, distribution, metabolism, or excretion properties. Task type varies by dataset: regression for continuous measurements (e.g., permeability, clearance, half-life) or binary classification for categorical outcomes (e.g., BBB penetration, CYP inhibition). Dataset: rlm. (1) The compound is CCOc1cc(NC(=O)C2(NC(=O)c3ccc4c(C5CCCC5)c(-c5ncc(Cl)cn5)n(C)c4c3)CCC2)nnc1C=CC(=O)O. The result is 0 (unstable in rat liver microsomes). (2) The molecule is CCCCCCCCc1ccc(CCC(N)(CO)CO)cc1. The result is 0 (unstable in rat liver microsomes). (3) The drug is CC(C)(F)c1nc([C@@H]2CCCN2C(=O)C[C@H](N)Cc2cc(F)c(F)cc2F)no1. The result is 0 (unstable in rat liver microsomes). (4) The drug is Cn1c(C#N)ccc1-c1ccc2c(c1)C(C)(C)C(=O)N2. The result is 1 (stable in rat liver microsomes). (5) The compound is Cc1nnc(N2C(=O)c3oc4ccccc4c(=O)c3C2c2ccc(F)cc2)s1. The result is 0 (unstable in rat liver microsomes). (6) The drug is CC(C)N(C)CC(O)CN1[C@@H]2CC[C@H]1C[C@@H](NC(=O)c1nn(C(C)C)c3ccccc13)C2. The result is 0 (unstable in rat liver microsomes).